This data is from Full USPTO retrosynthesis dataset with 1.9M reactions from patents (1976-2016). The task is: Predict the reactants needed to synthesize the given product. Given the product [CH2:1]([O:3][C:4]([C:6]1[C:10]([C:11]2[CH:12]=[CH:13][C:14]([N:17]([CH2:25][CH:37]=[CH2:38])[CH2:30][CH:31]=[CH2:32])=[CH:15][CH:16]=2)=[C:9]([Cl:18])[S:8][C:7]=1[NH:19][C:20](=[O:24])[CH2:21][C:22]#[N:23])=[O:5])[CH3:2], predict the reactants needed to synthesize it. The reactants are: [CH2:1]([O:3][C:4]([C:6]1[C:10]([C:11]2[CH:16]=[CH:15][C:14]([NH2:17])=[CH:13][CH:12]=2)=[C:9]([Cl:18])[S:8][C:7]=1[NH:19][C:20](=[O:24])[CH2:21][C:22]#[N:23])=[O:5])[CH3:2].[C:25]([O-])(O)=O.[Na+].[CH2:30](Br)[CH:31]=[CH2:32].CCO[CH2:37][CH3:38].